Dataset: Experimentally validated miRNA-target interactions with 360,000+ pairs, plus equal number of negative samples. Task: Binary Classification. Given a miRNA mature sequence and a target amino acid sequence, predict their likelihood of interaction. The miRNA is hsa-miR-7111-5p with sequence UGGGGGAGGAAGGACAGGCCAU. The protein sequence of the target gene is MYGSARSVGKVEPSSQSPGRSPRLPRSPRLGHRRTNSTGGSSGSSVGGGSGKTLSMENIQSLNAAYATSGPMYLSDHENVGSETPKSTMTLGRSGGRLPYGVRMTAMGSSPNIASSGVASDTIAFGEHHLPPVSMASTVPHSLRQARDNTIMDLQTQLKEVLRENDLLRKDVEVKESKLSSSMNSIKTFWSPELKKERALRKDEASKITIWKEQYRVVQEENQHMQMTIQALQDELRIQRDLNQLFQQDSSSRTGEPCVAELTEENFQRLHAEHERQAKELFLLRKTLEEMELRIETQKQ.... Result: 1 (interaction).